From a dataset of Forward reaction prediction with 1.9M reactions from USPTO patents (1976-2016). Predict the product of the given reaction. (1) Given the reactants [Cl:1][C:2]1[CH:3]=[N:4][C:5]2[N:6]([N:8]=[C:9]([C:11]([OH:13])=O)[CH:10]=2)[CH:7]=1.[CH3:14][CH:15]1[NH:20][CH2:19][CH2:18][N:17]2[C:21]([C:24]3[CH:29]=[CH:28][CH:27]=[CH:26][N:25]=3)=[CH:22][CH:23]=[C:16]12, predict the reaction product. The product is: [Cl:1][C:2]1[CH:3]=[N:4][C:5]2[N:6]([N:8]=[C:9]([C:11]([N:20]3[CH2:19][CH2:18][N:17]4[C:21]([C:24]5[CH:29]=[CH:28][CH:27]=[CH:26][N:25]=5)=[CH:22][CH:23]=[C:16]4[CH:15]3[CH3:14])=[O:13])[CH:10]=2)[CH:7]=1. (2) Given the reactants [F:1][C:2]1[CH:7]=[C:6]([F:8])[CH:5]=[CH:4][C:3]=1[NH2:9].[F:10][C:11]([F:23])([F:22])[C:12]1[CH:17]=[CH:16][C:15]([CH2:18][C:19](O)=O)=[CH:14][CH:13]=1, predict the reaction product. The product is: [F:1][C:2]1[CH:7]=[C:6]([F:8])[CH:5]=[CH:4][C:3]=1[NH:9][CH2:19][CH2:18][C:15]1[CH:14]=[CH:13][C:12]([C:11]([F:10])([F:22])[F:23])=[CH:17][CH:16]=1. (3) Given the reactants Br[C:2]1[C:3]([N:22]2[CH2:26][CH2:25][C@H:24]([CH2:27][OH:28])[CH2:23]2)=[N:4][CH:5]=[C:6]([CH:21]=1)[C:7]([NH:9][C:10]1[CH:15]=[CH:14][C:13]([O:16][C:17]([Cl:20])([F:19])[F:18])=[CH:12][CH:11]=1)=[O:8].[N:29]1[CH:34]=[C:33](B(O)O)[CH:32]=[N:31][CH:30]=1, predict the reaction product. The product is: [Cl:20][C:17]([F:19])([F:18])[O:16][C:13]1[CH:14]=[CH:15][C:10]([NH:9][C:7](=[O:8])[C:6]2[CH:21]=[C:2]([C:33]3[CH:34]=[N:29][CH:30]=[N:31][CH:32]=3)[C:3]([N:22]3[CH2:26][CH2:25][C@H:24]([CH2:27][OH:28])[CH2:23]3)=[N:4][CH:5]=2)=[CH:11][CH:12]=1. (4) Given the reactants F[C:2]1[C:7]([F:8])=[CH:6][C:5]([F:9])=[CH:4][N:3]=1.[C:10]([O:18][CH2:19][CH3:20])(=[O:17])[CH2:11][C:12]([O:14][CH2:15][CH3:16])=[O:13].C(=O)([O-])[O-].[Cs+].[Cs+], predict the reaction product. The product is: [CH2:15]([O:14][C:12](=[O:13])[CH:11]([C:2]1[C:7]([F:8])=[CH:6][C:5]([F:9])=[CH:4][N:3]=1)[C:10]([O:18][CH2:19][CH3:20])=[O:17])[CH3:16]. (5) Given the reactants [CH2:1]([N:5]([CH2:23][CH2:24][CH2:25][CH3:26])[C:6]1[CH:11]=[CH:10][C:9]([CH:12]=[CH:13][C:14]2[S:18][C:17]([CH:19]=O)=[CH:16][CH:15]=2)=[C:8]([O:21][CH3:22])[CH:7]=1)[CH2:2][CH2:3][CH3:4].[C:27]([C:29]1[C:30](=[C:45]([C:48]#[N:49])[C:46]#[N:47])[O:31][C:32]([C:39]2[CH:44]=[CH:43][CH:42]=[CH:41][CH:40]=2)([C:35]([F:38])([F:37])[F:36])[C:33]=1[CH3:34])#[N:28], predict the reaction product. The product is: [CH2:23]([N:5]([CH2:1][CH2:2][CH2:3][CH3:4])[C:6]1[CH:11]=[CH:10][C:9]([CH:12]=[CH:13][C:14]2[S:18][C:17]([CH:19]=[CH:34][C:33]3[C:32]([C:39]4[CH:44]=[CH:43][CH:42]=[CH:41][CH:40]=4)([C:35]([F:38])([F:36])[F:37])[O:31][C:30](=[C:45]([C:48]#[N:49])[C:46]#[N:47])[C:29]=3[C:27]#[N:28])=[CH:16][CH:15]=2)=[C:8]([O:21][CH3:22])[CH:7]=1)[CH2:24][CH2:25][CH3:26]. (6) Given the reactants [F-].C([N+](CCCC)(CCCC)CCCC)CCC.[Br:19][C:20]1[CH:21]=[C:22]([N:29]2[CH2:33][C@:32]3([CH:38]4[CH2:39][CH2:40][N:35]([CH2:36][CH2:37]4)[CH2:34]3)[O:31][C:30]2=[O:41])[O:23][C:24]=1[Si](C)(C)C, predict the reaction product. The product is: [Br:19][C:20]1[CH:21]=[C:22]([N:29]2[CH2:33][C@:32]3([CH:38]4[CH2:37][CH2:36][N:35]([CH2:40][CH2:39]4)[CH2:34]3)[O:31][C:30]2=[O:41])[O:23][CH:24]=1. (7) Given the reactants [CH:1]([N:4]1[CH2:9][CH2:8][N:7]([C:10]2[S:11][C:12]3[CH:18]=[CH:17][C:16](C#N)=[CH:15][C:13]=3[N:14]=2)[CH2:6][CH2:5]1)([CH3:3])[CH3:2].[NH4+].[OH-], predict the reaction product. The product is: [CH:1]([N:4]1[CH2:5][CH2:6][N:7]([C:10]2[S:11][C:12]3[CH:18]=[CH:17][CH:16]=[CH:15][C:13]=3[N:14]=2)[CH2:8][CH2:9]1)([CH3:3])[CH3:2]. (8) Given the reactants [CH3:1][N:2]([CH3:31])[C:3]([C:5]1[CH:10]=[C:9]([C:11]2[CH:16]=[CH:15][CH:14]=[CH:13][CH:12]=2)[CH:8]=[CH:7][C:6]=1[CH2:17][N:18]1[CH2:23][CH2:22][N:21](C(OC(C)(C)C)=O)[CH2:20][CH2:19]1)=[O:4].FC(F)(F)C(O)=O, predict the reaction product. The product is: [CH3:1][N:2]([CH3:31])[C:3](=[O:4])[C:5]1[CH:10]=[C:9]([C:11]2[CH:16]=[CH:15][CH:14]=[CH:13][CH:12]=2)[CH:8]=[CH:7][C:6]=1[CH2:17][N:18]1[CH2:23][CH2:22][NH:21][CH2:20][CH2:19]1. (9) The product is: [OH:15][CH2:16][CH2:17][CH2:18][C:19]1[C:20]2[CH2:30][CH2:29][CH2:28][CH2:27][CH2:26][C:21]=2[NH:22][C:23]=1/[CH:24]=[C:8]1\[C:9](=[O:14])[NH:10][C:11]2[C:7]\1=[CH:6][C:5]([S:2]([CH3:1])(=[O:4])=[O:3])=[CH:13][CH:12]=2. Given the reactants [CH3:1][S:2]([C:5]1[CH:6]=[C:7]2[C:11](=[CH:12][CH:13]=1)[NH:10][C:9](=[O:14])[CH2:8]2)(=[O:4])=[O:3].[OH:15][CH2:16][CH2:17][CH2:18][C:19]1[C:20]2[CH2:30][CH2:29][CH2:28][CH2:27][CH2:26][C:21]=2[NH:22][C:23]=1[CH:24]=O.N1CCCCC1, predict the reaction product.